The task is: Binary Classification. Given a drug SMILES string, predict its activity (active/inactive) in a high-throughput screening assay against a specified biological target.. This data is from HIV replication inhibition screening data with 41,000+ compounds from the AIDS Antiviral Screen. (1) The compound is O=C(O)C1OC(n2cc([N+](=O)[O-])c(=O)[nH]c2=O)C(O)C1O. The result is 0 (inactive). (2) The drug is NC(=O)NC1=NC(Cc2ccccc2)C(=O)N1Cc1ccccc1. The result is 0 (inactive). (3) The molecule is CC(=O)n1nc(-c2[nH]c(C)c(-c3nn(C(C)=O)c(=S)o3)c2C)oc1=S. The result is 0 (inactive). (4) The compound is O=[N+]([O-])c1cc(NN=C(c2ccccc2)c2ccccc2)cc([N+](=O)[O-])c1. The result is 0 (inactive). (5) The molecule is CCOC(=O)NC(Nc1ccc(S(=O)(=O)Nc2ccc(OC)nn2)cc1)(C(F)(F)F)C(F)(F)F. The result is 0 (inactive). (6) The drug is COC(=O)c1cc(Br)c(C(=O)C(Cl)(Cl)Cl)[nH]1. The result is 0 (inactive). (7) The molecule is COc1ccc(C2SC(=S)N(c3ccc(Cl)cc3)N2c2ccc(Cl)cc2)cc1. The result is 0 (inactive).